From a dataset of Reaction yield outcomes from USPTO patents with 853,638 reactions. Predict the reaction yield, written as a fraction of the theoretical maximum amount of product (1.0 means a 100% yield; for example, 0.34 means a 34% yield). (1) The reactants are [C:1]([NH:8][CH2:9][C:10]([OH:12])=O)([O:3][C:4]([CH3:7])([CH3:6])[CH3:5])=[O:2].C1C=CC2N(O)N=NC=2C=1.CCN=C=NCCCN(C)C.Cl.Cl.[CH3:36][C:37]1[N:41]2[C:42](=[O:51])[N:43]([CH:45]3[CH2:50][CH2:49][NH:48][CH2:47][CH2:46]3)[CH2:44][C:40]2=[CH:39][N:38]=1.C1CCN2C(=NCCC2)CC1. The catalyst is C(#N)C.C(N(CC)CC)C. The product is [CH3:36][C:37]1[N:41]2[C:42](=[O:51])[N:43]([CH:45]3[CH2:50][CH2:49][N:48]([C:10](=[O:12])[CH2:9][NH:8][C:1](=[O:2])[O:3][C:4]([CH3:5])([CH3:6])[CH3:7])[CH2:47][CH2:46]3)[CH2:44][C:40]2=[CH:39][N:38]=1. The yield is 0.660. (2) The product is [F:19][C:17]1[CH:16]=[CH:15][C:14]([N+:20]([O-:22])=[O:21])=[C:13]([NH:4][CH:3]([C:5]2[CH:10]=[CH:9][CH:8]=[CH:7][CH:6]=2)[CH:2]([CH3:11])[CH3:1])[CH:18]=1. The catalyst is C(#N)C. The yield is 0.930. The reactants are [CH3:1][CH:2]([CH3:11])[CH:3]([C:5]1[CH:10]=[CH:9][CH:8]=[CH:7][CH:6]=1)[NH2:4].F[C:13]1[CH:18]=[C:17]([F:19])[CH:16]=[CH:15][C:14]=1[N+:20]([O-:22])=[O:21].C(N(CC)C(C)C)(C)C. (3) The reactants are [CH2:1]([C:8]1[CH:16]=[CH:15][C:11]([C:12]([OH:14])=O)=[CH:10][CH:9]=1)[C:2]1[CH:7]=[CH:6][CH:5]=[CH:4][CH:3]=1.[CH3:17][O:18][C:19]1[CH:20]=[C:21]([C:27]2([CH2:32][NH2:33])[CH2:31][CH2:30][CH2:29][CH2:28]2)[CH:22]=[CH:23][C:24]=1[O:25][CH3:26].C(N(CC)CC)C.F[P-](F)(F)(F)(F)F.N1(OC(N(C)C)=[N+](C)C)C2N=CC=CC=2N=N1. The catalyst is C(#N)C. The product is [CH2:1]([C:8]1[CH:9]=[CH:10][C:11]([C:12]([NH:33][CH2:32][C:27]2([C:21]3[CH:22]=[CH:23][C:24]([O:25][CH3:26])=[C:19]([O:18][CH3:17])[CH:20]=3)[CH2:28][CH2:29][CH2:30][CH2:31]2)=[O:14])=[CH:15][CH:16]=1)[C:2]1[CH:3]=[CH:4][CH:5]=[CH:6][CH:7]=1. The yield is 0.561. (4) The reactants are [F:1][C:2]1[CH:3]=[C:4](B2OC(C)(C)C(C)(C)O2)[CH:5]=[C:6]2[C:11]=1[N:10]([CH3:12])[C:9](=[O:13])[CH2:8][CH2:7]2.Br[C:24]1[C:33]2[CH2:32][CH2:31][CH2:30][CH:29]([NH:34][S:35]([CH2:38][CH3:39])(=[O:37])=[O:36])[C:28]=2[CH:27]=[N:26][CH:25]=1. No catalyst specified. The product is [F:1][C:2]1[CH:3]=[C:4]([C:24]2[C:33]3[CH2:32][CH2:31][CH2:30][CH:29]([NH:34][S:35]([CH2:38][CH3:39])(=[O:37])=[O:36])[C:28]=3[CH:27]=[N:26][CH:25]=2)[CH:5]=[C:6]2[C:11]=1[N:10]([CH3:12])[C:9](=[O:13])[CH2:8][CH2:7]2. The yield is 0.250. (5) The reactants are Cl.[CH3:2][N:3]1[CH:8]2[CH2:9][CH2:10][CH2:11][CH:4]1[CH2:5][C:6](=[N:12]O)[CH2:7]2.[OH-].[NH4+].[H][H]. The product is [NH2:12][CH:6]1[CH2:5][CH:4]2[N:3]([CH3:2])[CH:8]([CH2:9][CH2:10][CH2:11]2)[CH2:7]1. The yield is 0.920. The catalyst is [Rh].CO. (6) The reactants are [C:1]([O:5][C:6]([NH:8][C@:9]1([C:14]([OH:16])=O)[CH2:11][C@H:10]1[CH:12]=[CH2:13])=[O:7])([CH3:4])([CH3:3])[CH3:2].[CH3:17][C:18]1([O:21][S:22](=[O:25])(=[O:24])[NH2:23])[CH2:20][CH2:19]1.CN(C(ON1N=NC2C=CC=NC1=2)=[N+](C)C)C.F[P-](F)(F)(F)(F)F.CCN(C(C)C)C(C)C. The catalyst is C(Cl)Cl. The product is [C:1]([O:5][C:6](=[O:7])[NH:8][C@:9]1([C:14]([NH:23][S:22]([O:21][C:18]2([CH3:17])[CH2:20][CH2:19]2)(=[O:25])=[O:24])=[O:16])[CH2:11][C@H:10]1[CH:12]=[CH2:13])([CH3:2])([CH3:3])[CH3:4]. The yield is 0.880.